The task is: Predict the reactants needed to synthesize the given product.. This data is from Full USPTO retrosynthesis dataset with 1.9M reactions from patents (1976-2016). (1) Given the product [C:1]([C:3]1([NH:6][C:7]([C@H:9]2[CH2:13][C@H:12]([S:14]([C:17]3[CH:22]=[CH:21][C:20]([C:33]4[S:34][CH:35]=[C:31]([CH3:30])[N:32]=4)=[CH:19][C:18]=3[C:24]([F:27])([F:26])[F:25])(=[O:16])=[O:15])[CH2:11][C@@H:10]2[O:28][CH3:29])=[O:8])[CH2:5][CH2:4]1)#[N:2], predict the reactants needed to synthesize it. The reactants are: [C:1]([C:3]1([NH:6][C:7]([C@H:9]2[CH2:13][C@H:12]([S:14]([C:17]3[CH:22]=[CH:21][C:20](Br)=[CH:19][C:18]=3[C:24]([F:27])([F:26])[F:25])(=[O:16])=[O:15])[CH2:11][C@@H:10]2[O:28][CH3:29])=[O:8])[CH2:5][CH2:4]1)#[N:2].[CH3:30][C:31]1[N:32]=[C:33]([Sn](CCCC)(CCCC)CCCC)[S:34][CH:35]=1.[Li+].[Cl-]. (2) Given the product [F:39][C:14]1[CH:13]=[C:12]([F:40])[C:11]([C:5]2[CH:6]=[N:1][CH:2]=[N:3][CH:4]=2)=[CH:16][C:15]=1[C@:17]1([CH3:38])[CH2:22][C@@H:21]([C:23]2[C:24]([CH3:29])=[N:25][O:26][C:27]=2[CH3:28])[S:20][C:19]([NH:30][C:31](=[O:37])[O:32][C:33]([CH3:35])([CH3:34])[CH3:36])=[N:18]1, predict the reactants needed to synthesize it. The reactants are: [N:1]1[CH:6]=[C:5](B(O)O)[CH:4]=[N:3][CH:2]=1.Br[C:11]1[C:12]([F:40])=[CH:13][C:14]([F:39])=[C:15]([C@:17]2([CH3:38])[CH2:22][C@@H:21]([C:23]3[C:24]([CH3:29])=[N:25][O:26][C:27]=3[CH3:28])[S:20][C:19]([NH:30][C:31](=[O:37])[O:32][C:33]([CH3:36])([CH3:35])[CH3:34])=[N:18]2)[CH:16]=1.C(=O)([O-])[O-].[Cs+].[Cs+]. (3) Given the product [Cl:1][C:2]1[CH:3]=[CH:4][C:5]2[N:11]3[C:35]([C:34]([F:45])([F:44])[F:33])=[N:31][N:32]=[C:10]3[C@@H:9]([CH2:13][C:14]([O:16][CH2:17][CH3:18])=[O:15])[O:30][C@H:7]([C:19]3[CH:20]=[CH:21][CH:22]=[C:23]([O:24][CH3:25])[C:28]=3[Cl:53])[C:6]=2[CH:29]=1, predict the reactants needed to synthesize it. The reactants are: [Cl:1][C:2]1[CH:3]=[CH:4][C:5]2[NH:11][C:10](=S)[C@@H:9]([CH2:13][C:14]([O:16][CH2:17][CH3:18])=[O:15])O[C@H:7]([C:19]3[C:28]4OC[CH2:25][O:24][C:23]=4[CH:22]=[CH:21][CH:20]=3)[C:6]=2[CH:29]=1.[OH2:30].[NH2:31][NH2:32].[F:33][C:34]([F:45])([F:44])[C:35](O[C:35](=O)[C:34]([F:45])([F:44])[F:33])=O.FC(F)(F)C(O)=O.[Cl:53]CCCl. (4) Given the product [CH2:1]([O:5][CH:6]([O:8][NH:9][C:10](=[O:28])[CH2:11][CH2:12][CH2:13][CH2:14][CH2:15][CH2:16][C:17]([NH:19][C:20]1[CH:21]=[CH:22][C:23]([CH:26]=[O:27])=[CH:24][CH:25]=1)=[O:18])[CH3:7])[CH:2]([CH3:4])[CH3:3], predict the reactants needed to synthesize it. The reactants are: [CH2:1]([O:5][CH:6]([O:8][NH:9][C:10](=[O:28])[CH2:11][CH2:12][CH2:13][CH2:14][CH2:15][CH2:16][C:17]([NH:19][C:20]1[CH:25]=[CH:24][C:23]([CH2:26][OH:27])=[CH:22][CH:21]=1)=[O:18])[CH3:7])[CH:2]([CH3:4])[CH3:3].